This data is from Full USPTO retrosynthesis dataset with 1.9M reactions from patents (1976-2016). The task is: Predict the reactants needed to synthesize the given product. Given the product [I:1][C:2]1[CH:3]=[C:4]([CH:8]=[CH:9][CH:10]=1)[C:5]([N:12]1[CH2:13][C:14]2[C:19](=[CH:18][CH:17]=[CH:16][CH:15]=2)[CH2:11]1)=[O:7], predict the reactants needed to synthesize it. The reactants are: [I:1][C:2]1[CH:3]=[C:4]([CH:8]=[CH:9][CH:10]=1)[C:5]([OH:7])=O.[CH2:11]1[C:19]2[C:14](=[CH:15][CH:16]=[CH:17][CH:18]=2)[CH2:13][NH:12]1.C(N(CC)CC)C.C1C=CC2N(O)N=NC=2C=1.C(Cl)CCl.